From a dataset of Reaction yield outcomes from USPTO patents with 853,638 reactions. Predict the reaction yield, written as a fraction of the theoretical maximum amount of product (1.0 means a 100% yield; for example, 0.34 means a 34% yield). (1) The reactants are [OH:1][C:2]1[CH:11]=[CH:10][C:9]2[C:4](=[CH:5][CH:6]=[CH:7][CH:8]=2)[C:3]=1[C:12]([OH:14])=O.[Cl:15][C:16]1[CH:17]=[C:18]([CH:20]=[C:21]([Cl:23])[CH:22]=1)[NH2:19]. No catalyst specified. The product is [Cl:15][C:16]1[CH:17]=[C:18]([NH:19][C:12]([C:3]2[C:4]3[C:9](=[CH:8][CH:7]=[CH:6][CH:5]=3)[CH:10]=[CH:11][C:2]=2[OH:1])=[O:14])[CH:20]=[C:21]([Cl:23])[CH:22]=1. The yield is 0.512. (2) The reactants are O1[C:5]2([CH2:10][CH2:9][N:8]([C:11]3[CH:24]=[CH:23][C:14]([CH:15]=[C:16]4[S:20][C:19](=[S:21])[NH:18][C:17]4=[O:22])=[CH:13][CH:12]=3)[CH2:7][CH2:6]2)[O:4]CC1.Cl.[OH-].[NH4+]. No catalyst specified. The product is [O:22]=[C:17]1[C:16](=[CH:15][C:14]2[CH:13]=[CH:12][C:11]([N:8]3[CH2:9][CH2:10][C:5](=[O:4])[CH2:6][CH2:7]3)=[CH:24][CH:23]=2)[S:20][C:19](=[S:21])[NH:18]1. The yield is 0.890. (3) The reactants are [NH2:1][C:2]1[CH:3]=[CH:4][C:5](Br)=[C:6]2[C:10]=1[C:9](=[O:11])[NH:8][CH2:7]2.[C:13](=[O:16])([O-])[O-].[K+].[K+].O. The catalyst is C(COC)OC. The product is [NH2:1][C:2]1[CH:3]=[CH:4][C:5]([C:2]2[CH:3]=[CH:4][C:13]([OH:16])=[CH:9][CH:10]=2)=[C:6]2[C:10]=1[C:9](=[O:11])[NH:8][CH2:7]2. The yield is 0.910. (4) The reactants are [CH2:1]([N:3]([CH:20]1[CH2:25][CH2:24][O:23][CH2:22][CH2:21]1)[C:4]1[S:8][C:7]([N:9]2[CH2:14][CH2:13][N:12]([CH3:15])[CH2:11][CH2:10]2)=[C:6]([C:16]([OH:18])=O)[C:5]=1[CH3:19])[CH3:2].Cl.[NH2:27][CH2:28][C:29]1[C:30](=[O:37])[NH:31][C:32]([CH3:36])=[CH:33][C:34]=1[CH3:35].C(Cl)CCl.C1C=NC2N(O)N=NC=2C=1.CN1CCOCC1. The catalyst is O.CN(C=O)C. The product is [CH3:35][C:34]1[CH:33]=[C:32]([CH3:36])[NH:31][C:30](=[O:37])[C:29]=1[CH2:28][NH:27][C:16]([C:6]1[C:5]([CH3:19])=[C:4]([N:3]([CH2:1][CH3:2])[CH:20]2[CH2:25][CH2:24][O:23][CH2:22][CH2:21]2)[S:8][C:7]=1[N:9]1[CH2:10][CH2:11][N:12]([CH3:15])[CH2:13][CH2:14]1)=[O:18]. The yield is 0.163. (5) The reactants are [Cl:1][C:2]1[CH:3]=[C:4]([NH:9][NH2:10])[CH:5]=[CH:6][C:7]=1[Cl:8].Cl.[C:12](OC(=O)C)(=[O:14])[CH3:13]. No catalyst specified. The product is [Cl:1][C:2]1[CH:3]=[C:4]([NH:9][NH:10][C:12](=[O:14])[CH3:13])[CH:5]=[CH:6][C:7]=1[Cl:8]. The yield is 0.810. (6) The reactants are [C:1]([O:4][C@@H:5]1[CH2:24][CH2:23][C@@:22]2([CH2:25][O:26][CH3:27])[C@@H:7]([CH2:8][CH2:9][C@@H:10]3[C@@H:21]2[CH2:20][CH2:19][C@@:18]2([CH3:28])[C@H:11]3[CH2:12][CH2:13][C@@H:14]2[C:15](=[O:17])[CH3:16])[CH2:6]1)(=[O:3])[CH3:2].[C:29]([O-:32])(=[O:31])[CH3:30].[C:29]([O-:32])(=[O:31])[CH3:30].[C:29]([O-:32])(=[O:31])[CH3:30].[C:29]([O-:32])(=[O:31])[CH3:30].[Pb+4].O. The catalyst is C1C=CC=CC=1.CO. The product is [C:1]([O:4][C@@H:5]1[CH2:24][CH2:23][C@@:22]2([CH2:25][O:26][CH3:27])[C@@H:7]([CH2:8][CH2:9][C@@H:10]3[C@@H:21]2[CH2:20][CH2:19][C@@:18]2([CH3:28])[C@H:11]3[CH2:12][CH2:13][C@@H:14]2[C:15](=[O:17])[CH2:16][O:32][C:29](=[O:31])[CH3:30])[CH2:6]1)(=[O:3])[CH3:2]. The yield is 0.630. (7) The reactants are [C:1]([NH:9][C:10]1[S:11][CH2:12][C@@H:13]2[CH2:18][NH:17][CH2:16][C@:14]2([C:19]2[CH:20]=[C:21]([NH:25][C:26]([C:28]3[CH:33]=[CH:32][C:31]([F:34])=[CH:30][N:29]=3)=[O:27])[CH:22]=[CH:23][CH:24]=2)[N:15]=1)(=[O:8])[C:2]1[CH:7]=[CH:6][CH:5]=[CH:4][CH:3]=1.FC(F)(F)C(O)=O.[F:42][C:43]1[CH:44]=[N:45][C:46](Cl)=[N:47][CH:48]=1.C(N(C(C)C)CC)(C)C. The yield is 0.410. The catalyst is CS(C)=O.C(=O)([O-])[O-].[Na+].[Na+]. The product is [C:1]([NH:9][C:10]1[S:11][CH2:12][C@@H:13]2[CH2:18][N:17]([C:46]3[N:47]=[CH:48][C:43]([F:42])=[CH:44][N:45]=3)[CH2:16][C@:14]2([C:19]2[CH:20]=[C:21]([NH:25][C:26]([C:28]3[CH:33]=[CH:32][C:31]([F:34])=[CH:30][N:29]=3)=[O:27])[CH:22]=[CH:23][CH:24]=2)[N:15]=1)(=[O:8])[C:2]1[CH:7]=[CH:6][CH:5]=[CH:4][CH:3]=1.